This data is from Cav3 T-type calcium channel HTS with 100,875 compounds. The task is: Binary Classification. Given a drug SMILES string, predict its activity (active/inactive) in a high-throughput screening assay against a specified biological target. (1) The compound is S(=O)(=O)(c1c(cc(nc1Oc1cc(ccc1)C(F)(F)F)C)C)c1ccc(cc1)C. The result is 1 (active). (2) The compound is S(c1n(c2c(n1)cccc2)CC(=O)N(C)C)CC(=O)Nc1c(CC)cccc1C. The result is 0 (inactive).